This data is from Forward reaction prediction with 1.9M reactions from USPTO patents (1976-2016). The task is: Predict the product of the given reaction. (1) The product is: [CH3:10][O:11][C:12]1[CH:13]=[C:14]([CH:15]=[CH:16][CH:17]=1)[O:18][CH:2]([CH2:6][CH2:7][CH2:8][CH3:9])[C:3]([OH:5])=[O:4].[CH3:10][O:11][C:12]1[CH:13]=[C:14]([CH:15]=[CH:16][CH:17]=1)[O:18][CH:2]([CH2:6][CH2:7][CH2:8][CH3:9])[C:3]([NH:19][C:20]1[S:21][CH:22]=[CH:23][N:24]=1)=[O:5]. Given the reactants Br[CH:2]([CH2:6][CH2:7][CH2:8][CH3:9])[C:3]([OH:5])=[O:4].[CH3:10][O:11][C:12]1[CH:13]=[C:14]([OH:18])[CH:15]=[CH:16][CH:17]=1.[NH2:19][C:20]1[S:21][CH:22]=[CH:23][N:24]=1, predict the reaction product. (2) The product is: [CH:25]([C:9]1[C:10]2[C:15](=[CH:14][C:13]([C:16]([O:18][CH3:19])=[O:17])=[CH:12][CH:11]=2)[N:7]([CH3:6])[N:8]=1)=[O:26]. Given the reactants P(Cl)(Cl)(Cl)=O.[CH3:6][N:7]1[C:15]2[C:10](=[CH:11][CH:12]=[C:13]([C:16]([O:18][CH3:19])=[O:17])[CH:14]=2)[CH:9]=[N:8]1.[OH-].[Na+].CN([CH:25]=[O:26])C, predict the reaction product. (3) Given the reactants [C:1]([C:3]1[CH:8]=[CH:7][C:6]([C:9]2([CH2:29][O:30]CC=C)[C:13](=[O:14])[N:12]([C:15]3[CH:22]=[CH:21][C:18]([C:19]#[N:20])=[C:17]([C:23]([F:26])([F:25])[F:24])[CH:16]=3)[C:11](=[O:27])[N:10]2[CH3:28])=[CH:5][CH:4]=1)#[N:2], predict the reaction product. The product is: [C:1]([C:3]1[CH:8]=[CH:7][C:6]([C:9]2([CH2:29][OH:30])[C:13](=[O:14])[N:12]([C:15]3[CH:22]=[CH:21][C:18]([C:19]#[N:20])=[C:17]([C:23]([F:26])([F:24])[F:25])[CH:16]=3)[C:11](=[O:27])[N:10]2[CH3:28])=[CH:5][CH:4]=1)#[N:2].